Dataset: Catalyst prediction with 721,799 reactions and 888 catalyst types from USPTO. Task: Predict which catalyst facilitates the given reaction. (1) Reactant: [CH2:1]([O:8][C:9](=[O:18])[CH:10]([C:12]1[CH:17]=[CH:16][CH:15]=[CH:14][CH:13]=1)[CH3:11])[C:2]1[CH:7]=[CH:6][CH:5]=[CH:4][CH:3]=1.[CH2:19](Br)[CH:20]=[CH2:21].[I-].[Li+].C[Si](C)(C)[N-][Si](C)(C)C.[Li+]. Product: [CH3:11][C:10]([C:12]1[CH:17]=[CH:16][CH:15]=[CH:14][CH:13]=1)([CH2:21][CH:20]=[CH2:19])[C:9]([O:8][CH2:1][C:2]1[CH:3]=[CH:4][CH:5]=[CH:6][CH:7]=1)=[O:18]. The catalyst class is: 7. (2) Reactant: [F:1][C:2]1[CH:21]=[CH:20][C:5]2[C:6]([C:9]3[CH:14]=[CH:13][C:12]([O:15][CH2:16][C@H:17]4[CH2:19][O:18]4)=[CH:11][CH:10]=3)=[N:7][O:8][C:4]=2[CH:3]=1.[F:22][C:23]1[CH:30]=[C:29]([F:31])[CH:28]=[CH:27][C:24]=1[CH2:25][NH2:26]. Product: [F:22][C:23]1[CH:30]=[C:29]([F:31])[CH:28]=[CH:27][C:24]=1[CH2:25][NH:26][CH2:19][C@@H:17]([OH:18])[CH2:16][O:15][C:12]1[CH:11]=[CH:10][C:9]([C:6]2[C:5]3[CH:20]=[CH:21][C:2]([F:1])=[CH:3][C:4]=3[O:8][N:7]=2)=[CH:14][CH:13]=1. The catalyst class is: 8. (3) Reactant: CN(C)C(N(C)C)=N.[CH3:9][O:10][C:11](=[O:41])[CH:12](P(OC)(OC)=O)[NH:13][C:14](=[O:34])[C:15]1[C:20]([CH3:21])=[CH:19][C:18]([C:22]([NH:24][CH2:25][C:26]2[CH:31]=[CH:30][CH:29]=[C:28]([OH:32])[CH:27]=2)=[O:23])=[CH:17][C:16]=1[Cl:33].[N:42]1[C:51]2[C:46](=[CH:47][CH:48]=[CH:49][CH:50]=2)[CH:45]=[C:44]([CH:52]=O)[CH:43]=1. The catalyst class is: 7. Product: [CH3:9][O:10][C:11](=[O:41])/[C:12](/[NH:13][C:14](=[O:34])[C:15]1[C:20]([CH3:21])=[CH:19][C:18]([C:22]([NH:24][CH2:25][C:26]2[CH:31]=[CH:30][CH:29]=[C:28]([OH:32])[CH:27]=2)=[O:23])=[CH:17][C:16]=1[Cl:33])=[CH:52]/[C:44]1[CH:43]=[N:42][C:51]2[C:46]([CH:45]=1)=[CH:47][CH:48]=[CH:49][CH:50]=2. (4) Reactant: [Cl:1][C:2]1[CH:3]=[C:4]([OH:8])[CH:5]=[N:6][CH:7]=1.[H-].[Na+].[CH3:11][O:12][CH2:13]Cl. Product: [CH3:11][O:12][CH2:13][O:8][C:4]1[CH:5]=[N:6][CH:7]=[C:2]([Cl:1])[CH:3]=1. The catalyst class is: 7. (5) Reactant: Br[C:2]1[CH:7]=[CH:6][CH:5]=[C:4]([Br:8])[N:3]=1.[Li]CCCC.[C:14]([C:16]1[CH:17]=[C:18]([CH:21]=[CH:22][CH:23]=1)[CH:19]=[O:20])#[N:15]. Product: [Br:8][C:4]1[N:3]=[C:2]([CH:19]([OH:20])[C:18]2[CH:17]=[C:16]([CH:23]=[CH:22][CH:21]=2)[C:14]#[N:15])[CH:7]=[CH:6][CH:5]=1. The catalyst class is: 1. (6) Reactant: [Cl:1][C:2]1[C:3](=[O:29])[N:4]([CH2:19][C:20]2[CH:28]=[CH:27][C:23]([C:24]([NH2:26])=O)=[CH:22][CH:21]=2)[C:5]([CH3:18])=[CH:6][C:7]=1[O:8][CH2:9][C:10]1[CH:15]=[CH:14][C:13]([F:16])=[CH:12][C:11]=1[F:17].CSC.B. Product: [NH2:26][CH2:24][C:23]1[CH:27]=[CH:28][C:20]([CH2:19][N:4]2[C:5]([CH3:18])=[CH:6][C:7]([O:8][CH2:9][C:10]3[CH:15]=[CH:14][C:13]([F:16])=[CH:12][C:11]=3[F:17])=[C:2]([Cl:1])[C:3]2=[O:29])=[CH:21][CH:22]=1. The catalyst class is: 7. (7) Reactant: C1COCC1.C([O:8][C:9](=[O:21])[C:10]1[CH:15]=[CH:14][C:13]([C:16](=[NH:20])[N:17]([CH3:19])[CH3:18])=[CH:12][CH:11]=1)C.[OH-].[Li+]. Product: [CH3:18][N:17]([CH3:19])[C:16]([C:13]1[CH:14]=[CH:15][C:10]([C:9]([OH:21])=[O:8])=[CH:11][CH:12]=1)=[NH:20]. The catalyst class is: 6.